From a dataset of Catalyst prediction with 721,799 reactions and 888 catalyst types from USPTO. Predict which catalyst facilitates the given reaction. (1) Product: [Cl:1][C:2]1[N:7]=[C:6]([NH:16][CH2:15][CH2:14][CH:13]([CH3:17])[CH3:12])[C:5]([N+:9]([O-:11])=[O:10])=[CH:4][N:3]=1. Reactant: [Cl:1][C:2]1[N:7]=[C:6](Cl)[C:5]([N+:9]([O-:11])=[O:10])=[CH:4][N:3]=1.[CH3:12][CH:13]([CH3:17])[CH2:14][CH2:15][NH2:16].N1C=CN=C1. The catalyst class is: 68. (2) Reactant: C[O:2][C:3]([C:5]1[CH:6]=[N:7][N:8]([C:10]([C:23]2[CH:28]=[CH:27][CH:26]=[CH:25][CH:24]=2)([C:17]2[CH:22]=[CH:21][CH:20]=[CH:19][CH:18]=2)[C:11]2[CH:16]=[CH:15][CH:14]=[CH:13][CH:12]=2)[CH:9]=1)=[O:4].O.[OH-].[Li+].Cl.C(Cl)(Cl)Cl.CO. Product: [C:23]1([C:10]([C:11]2[CH:16]=[CH:15][CH:14]=[CH:13][CH:12]=2)([C:17]2[CH:18]=[CH:19][CH:20]=[CH:21][CH:22]=2)[N:8]2[CH:9]=[C:5]([C:3]([OH:4])=[O:2])[CH:6]=[N:7]2)[CH:28]=[CH:27][CH:26]=[CH:25][CH:24]=1. The catalyst class is: 30. (3) Reactant: [CH3:1][C:2](=O)[CH2:3][CH2:4][CH3:5].BrBr.C([O-])(=O)C.[Na+].[C:14]1([CH2:20][CH2:21][NH:22][C:23]([NH2:25])=[S:24])[CH:19]=[CH:18][CH:17]=[CH:16][CH:15]=1.C(=O)([O-])O.[Na+]. Product: [C:14]1([CH2:20][CH2:21][NH:22][C:23]2[S:24][CH:1]=[C:2]([CH2:3][CH2:4][CH3:5])[N:25]=2)[CH:19]=[CH:18][CH:17]=[CH:16][CH:15]=1. The catalyst class is: 5. (4) Reactant: [Na].[CH:2]1([C:5](=[O:7])[CH3:6])[CH2:4][CH2:3]1.[C:8](OCC)(=[O:14])[C:9]([O:11][CH2:12][CH3:13])=[O:10].Cl. Product: [CH:2]1([C:5](=[O:7])[CH2:6][C:8](=[O:14])[C:9]([O:11][CH2:12][CH3:13])=[O:10])[CH2:4][CH2:3]1. The catalyst class is: 40. (5) Reactant: [C:1]([N:5]1[C:9]2[CH:10]=[CH:11][C:12]([C:14]3[CH:15]=[N:16][C:17]([NH2:20])=[N:18][CH:19]=3)=[CH:13][C:8]=2[N:7]=[C:6]1[C:21]1[CH:26]=[C:25]([O:27]C)[CH:24]=[CH:23][C:22]=1[N:29]1[CH:33]=[CH:32][CH:31]=[N:30]1)([CH3:4])([CH3:3])[CH3:2].B(Br)(Br)Br.C([O-])(O)=O.[Na+]. Product: [NH2:20][C:17]1[N:18]=[CH:19][C:14]([C:12]2[CH:11]=[CH:10][C:9]3[N:5]([C:1]([CH3:2])([CH3:3])[CH3:4])[C:6]([C:21]4[CH:26]=[C:25]([OH:27])[CH:24]=[CH:23][C:22]=4[N:29]4[CH:33]=[CH:32][CH:31]=[N:30]4)=[N:7][C:8]=3[CH:13]=2)=[CH:15][N:16]=1. The catalyst class is: 2. (6) Reactant: [C:1]([O:5][C:6]([N:8]1[CH2:13][CH2:12][CH:11]([CH2:14][CH2:15][CH2:16][C:17]([OH:19])=O)[CH2:10][CH2:9]1)=[O:7])([CH3:4])([CH3:3])[CH3:2].CCN=C=NCCCN(C)C.C1C=CC2N(O)N=NC=2C=1.CCN(C(C)C)C(C)C.[F:50][C:51]1[CH:52]=[C:53]([CH:55]=[CH:56][C:57]=1[S:58][CH3:59])[NH2:54]. Product: [C:1]([O:5][C:6]([N:8]1[CH2:9][CH2:10][CH:11]([CH2:14][CH2:15][CH2:16][C:17](=[O:19])[NH:54][C:53]2[CH:55]=[CH:56][C:57]([S:58][CH3:59])=[C:51]([F:50])[CH:52]=2)[CH2:12][CH2:13]1)=[O:7])([CH3:2])([CH3:3])[CH3:4]. The catalyst class is: 3. (7) Product: [CH3:27][N:28]([CH2:2][CH2:3][CH2:4][N:5]1[C:13]2[C:8](=[CH:9][CH:10]=[C:11]([C:14]3[CH:18]=[CH:17][S:16][CH:15]=3)[CH:12]=2)[CH:7]=[N:6]1)[CH3:29]. Reactant: Cl[CH2:2][CH2:3][CH2:4][N:5]1[C:13]2[C:8](=[CH:9][CH:10]=[C:11]([C:14]3[CH:18]=[CH:17][S:16][CH:15]=3)[CH:12]=2)[CH:7]=[N:6]1.[I-].[K+].C(=O)([O-])[O-].[K+].[K+].[CH3:27][NH:28][CH3:29]. The catalyst class is: 245. (8) Reactant: [S:1]1[CH:5]=[CH:4][CH:3]=[C:2]1[C:6]1([C:9]#[N:10])[CH2:8][CH2:7]1.C([Li])CCC.CN([CH:19]=[O:20])C. Product: [CH:19]([C:5]1[S:1][C:2]([C:6]2([C:9]#[N:10])[CH2:8][CH2:7]2)=[CH:3][CH:4]=1)=[O:20]. The catalyst class is: 1.